From a dataset of Experimentally validated miRNA-target interactions with 360,000+ pairs, plus equal number of negative samples. Binary Classification. Given a miRNA mature sequence and a target amino acid sequence, predict their likelihood of interaction. (1) The miRNA is mmu-miR-300-3p with sequence UAUGCAAGGGCAAGCUCUCUUC. The protein sequence of the target gene is MASPSLERPEKGAGKSEFRNQKPKPENQDESELLTVPDGWKEPAFSKEDNPRGLLEESSFATLFPKYREAYLKECWPLVQKALNEHHVNATLDLIEGSMTVCTTKKTFDPYIIIRARDLIKLLARSVSFEQAVRILQDDVACDIIKIGSLVRNKERFVKRRQRLIGPKGSTLKALELLTNCYIMVQGNTVSAIGPFSGLKEVRKVVLDTMKNIHPIYNIKSLMIKRELAKDSELRSQSWERFLPQFKHKNVNKRKEPKKKTVKKEYTPFPPPQPESQIDKELASGEYFLKANQKKRQKME.... Result: 0 (no interaction). (2) The miRNA is mmu-miR-741-3p with sequence UGAGAGAUGCCAUUCUAUGUAGA. The protein sequence of the target gene is MSTLCPPPSPAVAKTEIALSGKSPLLAATFAYWDNILGPRVRHIWAPKTEQVLLSDGEITFLANHTLNGEILRNAESGAIDVKFFVLSEKGVIIVSLIFDGNWNGDRSTYGLSIILPQTELSFYLPLHRVCVDRLTHIIRKGRIWMHKERQENVQKIILEGTERMEDQGQSIIPMLTGEVIPVMELLSSMKSHSVPEEIDIADTVLNDDDIGDSCHEGFLLNAISSHLQTCGCSVVVGSSAEKVNKIVRTLCLFLTPAERKCSRLCEAESSFKYESGLFVQGLLKDSTGSFVLPFRQVMY.... Result: 0 (no interaction). (3) The miRNA is hsa-miR-19b-2-5p with sequence AGUUUUGCAGGUUUGCAUUUCA. The protein sequence of the target gene is MTRQSLWDVSDTDVEDGEIRINVGGFKRRLRSHTLLRFPETRLGRLLLCHSREAILELCDDYDDVQREFYFDRNPELFPYVLHFYHTGKLHVMAELCVFSFSQEIEYWGINEFFIDSCCSYSYHGRKVEPEQEKWDEQSDQESTTSSFDEILAFYNDASKFDGQPLGNFRRQLWLALDNPGYSVLSRVFSVLSILVVLGSIITMCLNSLPDFQIPDSQGNPGEDPRFEIVEHFGIAWFTFELVARFAVAPDFLKFFKNALNLIDLMSIVPFYITLVVNLVVESSPTLANLGRVAQVLRLM.... Result: 0 (no interaction). (4) The miRNA is hsa-miR-200c-3p with sequence UAAUACUGCCGGGUAAUGAUGGA. The protein sequence of the target gene is MTLLITGDSIVSAEAVWDHVTMANRELAFKAGDVIKVLDASNKDWWWGQIDDEEGWFPASFVRLWVNQEDEVEEGPSDVQNGHLDPNSDCLCLGRPLQNRDQMRANVINEIMSTERHYIKHLKDICEGYLKQCRKRRDMFSDEQLKVIFGNIEDIYRFQMGFVRDLEKQYNNDDPHLSEIGPCFLEHQDGFWIYSEYCNNHLDACMELSKLMKDSRYQHFFEACRLLQQMIDIAIDGFLLTPVQKICKYPLQLAELLKYTAQDHSDYRYVAAALAVMRNVTQQINERKRRLENIDKIAQW.... Result: 0 (no interaction). (5) The miRNA is hsa-miR-548av-3p with sequence AAAACUGCAGUUACUUUUGC. The protein sequence of the target gene is METPPLPPACTKQGHQKPLDSKDDNTEKHCPVTVNPWHMKKAFKVMNELRSQNLLCDVTIVAEDMEISAHRVVLAACSPYFHAMFTGEMSESRAKRVRIKEVDGWTLRMLIDYVYTAEIQVTEENVQVLLPAAGLLQLQDVKKTCCEFLESQLHPVNCLGIRAFADMHACTDLLNKANTYAEQHFADVVLSEEFLNLGIEQVCSLISSDKLTISSEEKVFEAVIAWVNHDKDVRQEFMARLMEHVRLPLLPREYLVQRVEEEALVKNSSACKDYLIEAMKYHLLPTEQRILMKSVRTRLR.... Result: 0 (no interaction). (6) The miRNA is hsa-miR-6755-5p with sequence UAGGGUAGACACUGACAACGUU. The protein sequence of the target gene is MFACAKLARTPALIRAGSRVAYRPISASVLSRPETRTGEGSTVFNGAQNGVCQLIRREFQTSVISRDIDTAAKFIGAGAATVGVAGSGAGIGTVFGSLIIGYARNPSLKQQLFSYAILGFALSEAMGLFCLMVAFLILFAM. Result: 0 (no interaction). (7) The miRNA is mmu-miR-669o-5p with sequence UAGUUGUGUGUGCAUGUUUAUGU. The protein sequence of the target gene is MAPHDPGSLTTLVPWAAALLLALGVERALALPEICTQCPGSVQNLSKVAFYCKTTRELMLHARCCLNQKGTILGLDLQNCSLEDPGPNFHQAHTTVIIDLQANPLKGDLANTFRGFTQLQTLILPQHVNCPGGINAWNTITSYIDNQICQGQKNLCNNTGDPEMCPENGSCVPDGPGLLQCVCADGFHGYKCMRQGSFSLLMFFGILGATTLSVSILLWATQRRKAKTS. Result: 0 (no interaction). (8) Result: 0 (no interaction). The miRNA is hsa-miR-6726-5p with sequence CGGGAGCUGGGGUCUGCAGGU. The protein sequence of the target gene is MTVEFEECVKDSPRFRATIDEVETDVVEIEAKLDKLVKLCSGMVEAGKAYVSTSRLFVSGVRDLSQQCQGDTVISECLQRFADSLQEVVNYHMILFDQAQRSVRQQLQSFVKEDVRKFKETKKQFDKVREDLELSLVRNAQAPRHRPHEVEEATGALTLTRKCFRHLALDYVLQINVLQAKKKFEILDSMLSFMHAQSSFFQQGYSLLHQLDPYMKKLAAELDQLVIDSAVEKREMERKHAAIQQRTLLQDFSYDESKVEFDVDAPSGVVMEGYLFKRASNAFKTWNRRWFSIQNSQLVY.... (9) The miRNA is hsa-miR-3197 with sequence GGAGGCGCAGGCUCGGAAAGGCG. The protein sequence of the target gene is MLLDAGPQFPAIGVGSFARHHHHSAAAAAAAAAEMQDRELSLAAAQNGFVDSAAAHMGAFKLNPGAHELSPGQSSAFTSQGPGAYPGSAAAAAAAAALGPHAAHVGSYSGPPFNSTRDFLFRSRGFGDSAPGGGQHGLFGPGAGGLHHAHSDAQGHLLFPGLPEQHGPHGSQNVLNGQMRLGLPGEVFGRSEQYRQVASPRTDPYSAAQLHNQYGPMNMNMGMNMAAAAAHHHHHHHHHPGAFFRYMRQQCIKQELICKWIDPEQLSNPKKSCNKTFSTMHELVTHVSVEHVGGPEQSNH.... Result: 0 (no interaction).